This data is from Reaction yield outcomes from USPTO patents with 853,638 reactions. The task is: Predict the reaction yield, written as a fraction of the theoretical maximum amount of product (1.0 means a 100% yield; for example, 0.34 means a 34% yield). (1) The yield is 0.600. The reactants are [CH2:1]([N:8]([CH2:18][CH2:19][C:20]([O:22][CH2:23][CH3:24])=[O:21])[CH2:9][C:10]([F:17])([F:16])[C:11]([O:13]CC)=O)[C:2]1[CH:7]=[CH:6][CH:5]=[CH:4][CH:3]=1.CC(C)([O-])C.[K+].[NH4+].[Cl-]. The product is [CH2:1]([N:8]1[CH2:9][C:10]([F:16])([F:17])[C:11](=[O:13])[CH:19]([C:20]([O:22][CH2:23][CH3:24])=[O:21])[CH2:18]1)[C:2]1[CH:3]=[CH:4][CH:5]=[CH:6][CH:7]=1. The catalyst is CN1C(=O)CCC1. (2) The reactants are [CH3:1][O:2][C:3]1[CH:4]=[C:5]2[C:10](=[CH:11][C:12]=1[O:13][CH3:14])[N:9]=[CH:8][CH:7]=[C:6]2[O:15][C:16]1[C:22]([CH3:23])=[CH:21][C:19]([NH2:20])=[C:18]([CH3:24])[CH:17]=1.C1(C)C=CC=CC=1.C(N(CC)CC)C.Cl[C:40](Cl)([O:42]C(=O)OC(Cl)(Cl)Cl)Cl.[F:51][C:52]1[CH:60]=[C:59]([F:61])[C:58]([F:62])=[CH:57][C:53]=1[CH:54]([OH:56])[CH3:55]. The catalyst is C(Cl)Cl. The product is [CH3:1][O:2][C:3]1[CH:4]=[C:5]2[C:10](=[CH:11][C:12]=1[O:13][CH3:14])[N:9]=[CH:8][CH:7]=[C:6]2[O:15][C:16]1[C:22]([CH3:23])=[CH:21][C:19]([NH:20][C:40](=[O:42])[O:56][CH:54]([C:53]2[CH:57]=[C:58]([F:62])[C:59]([F:61])=[CH:60][C:52]=2[F:51])[CH3:55])=[C:18]([CH3:24])[CH:17]=1. The yield is 0.480. (3) The reactants are N1CC[CH2:4][CH2:3][CH2:2]1.[C:7]([O:11][C:12]([N:14]1[CH2:20][CH2:19][CH2:18][CH2:17][CH2:16][N:15]1[C:21]([O:23][CH2:24][C:25]1[CH:30]=[CH:29][CH:28]=[CH:27][CH:26]=1)=[O:22])=[O:13])([CH3:10])([CH3:9])[CH3:8].[O:31]1[C:35]2[CH:36]=[CH:37][CH:38]=[CH:39][C:34]=2[CH:33]=[C:32]1[C:40]([OH:42])=O.[OH:43]N1C2C=CC=CC=2N=N1.Cl.CN(C)CCCN=C=NCC.C([N:68]([CH2:72][CH3:73])C(C)C)(C)C.C[N:75]([CH:77]=[O:78])C. No catalyst specified. The product is [C:7]([O:11][C:12]([N:14]1[CH2:20][CH2:19][CH:18]([NH:75][C:77](=[O:78])[C@@H:72]([NH:68][C:40]([C:32]2[O:31][C:35]3[CH:36]=[CH:37][CH:38]=[CH:39][C:34]=3[CH:33]=2)=[O:42])[CH2:73][CH:3]([CH3:4])[CH3:2])[CH:17]([OH:43])[CH2:16][N:15]1[C:21]([O:23][CH2:24][C:25]1[CH:30]=[CH:29][CH:28]=[CH:27][CH:26]=1)=[O:22])=[O:13])([CH3:10])([CH3:8])[CH3:9]. The yield is 0.660. (4) The reactants are [C:1]([C:3]1[CH:17]=[C:16](I)[C:6]2[N:7]([C:10]3[CH:15]=[CH:14][CH:13]=[CH:12][CH:11]=3)[CH:8]=[N:9][C:5]=2[CH:4]=1)#[N:2].[CH3:19][O:20][C:21]1[CH:22]=[C:23](B(O)O)[CH:24]=[CH:25][CH:26]=1.C(=O)([O-])[O-].[K+].[K+].C(NC1C=C(C2C3N(C4C=CC=CC=4)C=NC=3C=C(C#N)C=2)C=CC=1)(=O)C. The catalyst is C1C=CC([P]([Pd]([P](C2C=CC=CC=2)(C2C=CC=CC=2)C2C=CC=CC=2)([P](C2C=CC=CC=2)(C2C=CC=CC=2)C2C=CC=CC=2)[P](C2C=CC=CC=2)(C2C=CC=CC=2)C2C=CC=CC=2)(C2C=CC=CC=2)C2C=CC=CC=2)=CC=1.C(O)C.C1(C)C=CC=CC=1. The product is [C:1]([C:3]1[CH:17]=[C:16]([C:25]2[CH:24]=[CH:23][CH:22]=[C:21]([O:20][CH3:19])[CH:26]=2)[C:6]2[N:7]([C:10]3[CH:15]=[CH:14][CH:13]=[CH:12][CH:11]=3)[CH:8]=[N:9][C:5]=2[CH:4]=1)#[N:2]. The yield is 0.310. (5) The reactants are Cl[C:2]1[N:7]=[C:6]([NH:8][CH2:9][C:10]2[CH:15]=[CH:14][CH:13]=[CH:12][C:11]=2[Cl:16])[CH:5]=[N:4][CH:3]=1.C([O-])([O-])=O.[Cs+].[Cs+].[CH:23]([C:25]1[CH:26]=[C:27](B(O)O)[CH:28]=[CH:29][CH:30]=1)=O.[S:34]1[CH2:38][C:37](=[O:39])[NH:36][C:35]1=[O:40].N1CCCCC1. The catalyst is O1CCOCC1.O.O.C(Cl)Cl. The product is [Cl:16][C:11]1[CH:12]=[CH:13][CH:14]=[CH:15][C:10]=1[CH2:9][NH:8][C:6]1[N:7]=[C:2]([C:29]2[CH:30]=[C:25]([CH:26]=[CH:27][CH:28]=2)/[CH:23]=[C:38]2/[C:37](=[O:39])[NH:36][C:35](=[O:40])[S:34]/2)[CH:3]=[N:4][CH:5]=1. The yield is 0.240. (6) The reactants are Br[CH2:2][C:3]1[CH:4]=[C:5]([CH:10]=[CH:11][C:12]=1[O:13][CH3:14])[C:6]([O:8][CH3:9])=[O:7].[C-:15]#[N:16].[K+]. The catalyst is CO.O. The product is [C:15]([CH2:2][C:3]1[CH:4]=[C:5]([CH:10]=[CH:11][C:12]=1[O:13][CH3:14])[C:6]([O:8][CH3:9])=[O:7])#[N:16]. The yield is 0.498.